From a dataset of Catalyst prediction with 721,799 reactions and 888 catalyst types from USPTO. Predict which catalyst facilitates the given reaction. (1) Reactant: [N+:1]([C:4]1[CH:5]=[C:6]([C:10]2[CH:11]=[N:12][NH:13][CH:14]=2)[CH:7]=[CH:8][CH:9]=1)([O-])=O. Product: [NH:12]1[CH:11]=[C:10]([C:6]2[CH:5]=[C:4]([CH:9]=[CH:8][CH:7]=2)[NH2:1])[CH:14]=[N:13]1. The catalyst class is: 153. (2) Reactant: [NH2:1][C:2]1[CH:11]=[CH:10][C:9](Br)=[CH:8][C:3]=1[C:4]([NH:6][CH3:7])=[O:5].[O:13]1[C:17]2([CH2:22][CH2:21][C:20](B3OC(C)(C)C(C)(C)O3)=[CH:19][CH2:18]2)[O:16][CH2:15][CH2:14]1.ClCCl.O1CCOCC1.C(=O)([O-])[O-].[K+].[K+].O. Product: [NH2:1][C:2]1[CH:11]=[CH:10][C:9]([C:20]2[CH2:21][CH2:22][C:17]3([O:16][CH2:15][CH2:14][O:13]3)[CH2:18][CH:19]=2)=[CH:8][C:3]=1[C:4]([NH:6][CH3:7])=[O:5]. The catalyst class is: 140.